The task is: Predict which catalyst facilitates the given reaction.. This data is from Catalyst prediction with 721,799 reactions and 888 catalyst types from USPTO. Reactant: [ClH:1].[CH3:2][C:3]1[CH:9]=[C:8]([CH3:10])[CH:7]=[C:6]([CH3:11])[C:4]=1[NH2:5].[N:12]([O-])=O.[Na+]. Product: [ClH:1].[C:3]1([CH3:2])[CH:9]=[C:8]([CH3:10])[CH:7]=[C:6]([CH3:11])[C:4]=1[NH:5][NH2:12]. The catalyst class is: 6.